Dataset: Full USPTO retrosynthesis dataset with 1.9M reactions from patents (1976-2016). Task: Predict the reactants needed to synthesize the given product. (1) Given the product [O:35]1[CH2:40][CH2:39][N:38]([C:41]2[C:46]([NH:47][C:55]3[C:64]4[C:59](=[CH:60][C:61]([F:66])=[CH:62][C:63]=4[F:65])[N:58]=[C:57]([C:67]4[CH:68]=[N:69][C:70]([N:73]5[CH2:74][CH2:75][CH2:76][CH2:77]5)=[CH:71][CH:72]=4)[C:56]=3[CH3:78])=[CH:45][C:44]([N:48]3[CH2:49][CH2:50][O:51][CH2:52][CH2:53]3)=[CH:43][N:42]=2)[CH2:37][CH2:36]1, predict the reactants needed to synthesize it. The reactants are: C1(P(C2CCCCC2)C2C=CC=CC=2C2C(C(C)C)=CC(C(C)C)=CC=2C(C)C)CCCCC1.[O:35]1[CH2:40][CH2:39][N:38]([C:41]2[C:46]([NH2:47])=[CH:45][C:44]([N:48]3[CH2:53][CH2:52][O:51][CH2:50][CH2:49]3)=[CH:43][N:42]=2)[CH2:37][CH2:36]1.Cl[C:55]1[C:64]2[C:59](=[CH:60][C:61]([F:66])=[CH:62][C:63]=2[F:65])[N:58]=[C:57]([C:67]2[CH:68]=[N:69][C:70]([N:73]3[CH2:77][CH2:76][CH2:75][CH2:74]3)=[CH:71][CH:72]=2)[C:56]=1[CH3:78].CC(C)([O-])C.[Na+]. (2) Given the product [C:24]1([C:23](=[N:1][CH2:2][C:3]2([C:9]([NH:11][CH2:12][C:13]3[CH:14]=[N:15][C:16]([C:19]([F:22])([F:21])[F:20])=[CH:17][CH:18]=3)=[O:10])[CH2:8][CH2:7][NH:6][CH2:5][CH2:4]2)[C:30]2[CH:31]=[CH:32][CH:33]=[CH:34][CH:35]=2)[CH:29]=[CH:28][CH:27]=[CH:26][CH:25]=1, predict the reactants needed to synthesize it. The reactants are: [NH2:1][CH2:2][C:3]1([C:9]([NH:11][CH2:12][C:13]2[CH:14]=[N:15][C:16]([C:19]([F:22])([F:21])[F:20])=[CH:17][CH:18]=2)=[O:10])[CH2:8][CH2:7][NH:6][CH2:5][CH2:4]1.[C:23](=N)([C:30]1[CH:35]=[CH:34][CH:33]=[CH:32][CH:31]=1)[C:24]1[CH:29]=[CH:28][CH:27]=[CH:26][CH:25]=1.C1(C)C=CC(S(O)(=O)=O)=CC=1. (3) Given the product [C:1]([C:5]1[CH:6]=[C:7]([N:19]2[C:23]([CH2:24][CH:25]3[CH2:26][CH2:27][CH2:28][CH2:29][CH2:30]3)=[N:22][C:21]([C:31]([NH:33][C@H:34]3[CH2:37][C@H:36]([C:38]([OH:40])=[O:39])[CH2:35]3)=[O:32])=[N:20]2)[CH:8]=[CH:9][C:10]=1[S:11](=[O:18])(=[O:17])[NH:12][C:13]([CH3:16])([CH3:14])[CH3:15])([CH3:2])([CH3:3])[CH3:4], predict the reactants needed to synthesize it. The reactants are: [C:1]([C:5]1[CH:6]=[C:7]([N:19]2[C:23]([CH2:24][CH:25]3[CH2:30][CH2:29][CH2:28][CH2:27][CH2:26]3)=[N:22][C:21]([C:31]([NH:33][C@H:34]3[CH2:37][C@H:36]([C:38]([O:40]C)=[O:39])[CH2:35]3)=[O:32])=[N:20]2)[CH:8]=[CH:9][C:10]=1[S:11](=[O:18])(=[O:17])[NH:12][C:13]([CH3:16])([CH3:15])[CH3:14])([CH3:4])([CH3:3])[CH3:2].O[Li].O. (4) Given the product [Cl:1][C:2]1[C:3]([O:12][C:13]2[CH:18]=[C:17]([O:19][CH2:20][C:21]3[O:22][CH:23]=[CH:24][CH:25]=3)[CH:16]=[CH:15][C:14]=2[CH2:26][CH2:27][CH2:28][OH:29])=[N:4][CH:5]=[C:6]([C:8]([F:11])([F:10])[F:9])[CH:7]=1, predict the reactants needed to synthesize it. The reactants are: [Cl:1][C:2]1[C:3]([O:12][C:13]2[CH:18]=[C:17]([O:19][CH2:20][C:21]3[O:22][CH:23]=[CH:24][CH:25]=3)[CH:16]=[CH:15][C:14]=2[CH2:26][CH2:27][C:28](OCC)=[O:29])=[N:4][CH:5]=[C:6]([C:8]([F:11])([F:10])[F:9])[CH:7]=1.[H-].C([Al+]CC(C)C)C(C)C.CO.O. (5) Given the product [O:1]1[C:5]2[CH:6]=[CH:7][CH:8]=[CH:9][C:4]=2[CH:3]=[C:2]1[C:10]1[C:19]([N:20]2[CH2:24][CH2:23][CH2:22][C@@H:21]2[CH3:25])=[N:18][C:17]2[C:12](=[CH:13][CH:14]=[C:15]([C:26]([OH:28])=[O:27])[CH:16]=2)[N:11]=1, predict the reactants needed to synthesize it. The reactants are: [O:1]1[C:5]2[CH:6]=[CH:7][CH:8]=[CH:9][C:4]=2[CH:3]=[C:2]1[C:10]1[C:19]([N:20]2[CH2:24][CH2:23][CH2:22][C@@H:21]2[CH3:25])=[N:18][C:17]2[C:12](=[CH:13][CH:14]=[C:15]([C:26]([O:28]C)=[O:27])[CH:16]=2)[N:11]=1.[OH-].[Na+].O.